From a dataset of Full USPTO retrosynthesis dataset with 1.9M reactions from patents (1976-2016). Predict the reactants needed to synthesize the given product. (1) The reactants are: Cl[C:2]1[C:3]2[N:4]([C:8]([CH3:27])=[N:9][C:10]=2[C:11]2[CH:20]=[C:19]3[C:14]([CH:15]=[CH:16][C:17]([C:21]4[CH:26]=[CH:25][CH:24]=[CH:23][CH:22]=4)=[N:18]3)=[CH:13][CH:12]=2)[CH:5]=[CH:6][N:7]=1.[NH3:28]. Given the product [CH3:27][C:8]1[N:4]2[CH:5]=[CH:6][N:7]=[C:2]([NH2:28])[C:3]2=[C:10]([C:11]2[CH:20]=[C:19]3[C:14]([CH:15]=[CH:16][C:17]([C:21]4[CH:22]=[CH:23][CH:24]=[CH:25][CH:26]=4)=[N:18]3)=[CH:13][CH:12]=2)[N:9]=1, predict the reactants needed to synthesize it. (2) Given the product [OH:10][C@@H:3]1[C@@H:4]([OH:9])[C@H:5]([OH:8])[C:6](=[O:7])[CH:1]=[CH:2]1, predict the reactants needed to synthesize it. The reactants are: [CH2:1]1[C:6](=[O:7])[C@@H:5]([OH:8])[C@H:4]([OH:9])[C@@H:3]([OH:10])[C@@H:2]1O. (3) Given the product [CH2:1]([O:8][C:9]1[CH:10]=[CH:11][C:12](/[CH:33]=[CH:32]/[C:31]([O:35][CH2:36][C:37]2[CH:42]=[CH:41][CH:40]=[CH:39][CH:38]=2)=[O:34])=[C:13]([C:15]2[CH2:19][C:18]([CH2:25][C:26]([O:28][CH3:29])=[O:27])([CH2:20][C:21](=[O:22])[O:23][CH3:24])[O:17][N:16]=2)[CH:14]=1)[C:2]1[CH:7]=[CH:6][CH:5]=[CH:4][CH:3]=1, predict the reactants needed to synthesize it. The reactants are: [CH2:1]([O:8][C:9]1[CH:10]=[CH:11][C:12](Br)=[C:13]([C:15]2[CH2:19][C:18]([CH2:25][C:26]([O:28][CH3:29])=[O:27])([CH2:20][C:21]([O:23][CH3:24])=[O:22])[O:17][N:16]=2)[CH:14]=1)[C:2]1[CH:7]=[CH:6][CH:5]=[CH:4][CH:3]=1.[C:31]([O:35][CH2:36][C:37]1[CH:42]=[CH:41][CH:40]=[CH:39][CH:38]=1)(=[O:34])[CH:32]=[CH2:33].CC1C=CC=CC=1P(C1C=CC=CC=1C)C1C=CC=CC=1C.C(N(CC)CC)C.